From a dataset of Forward reaction prediction with 1.9M reactions from USPTO patents (1976-2016). Predict the product of the given reaction. (1) Given the reactants C([O:5][C:6](=[O:20])[NH:7][CH:8]([C:12]1[CH:17]=[CH:16][C:15]([F:18])=[C:14]([F:19])[CH:13]=1)[CH:9](O)[CH3:10])(C)(C)C.[H-].[Na+], predict the reaction product. The product is: [F:19][C:14]1[CH:13]=[C:12]([CH:8]2[CH:9]([CH3:10])[O:20][C:6](=[O:5])[NH:7]2)[CH:17]=[CH:16][C:15]=1[F:18]. (2) Given the reactants [OH:1][C:2]1[CH:10]=[CH:9][C:8]([C:11]2[N:12]([C:27]([O:29][C:30]([CH3:33])([CH3:32])[CH3:31])=[O:28])[C:13]3[C:18]([CH:19]=2)=[CH:17][C:16]([CH2:20][N:21]2[CH2:26][CH2:25][CH2:24][CH2:23][CH2:22]2)=[CH:15][CH:14]=3)=[C:7]2[C:3]=1[CH2:4][NH:5][C:6]2=[O:34].C(N(CC)CC)C.[C:42]1([S:52](Cl)(=[O:54])=[O:53])[C:51]2[C:46](=[CH:47][CH:48]=[CH:49][CH:50]=2)[CH:45]=[CH:44][CH:43]=1, predict the reaction product. The product is: [C:42]1([S:52]([O:1][C:2]2[CH:10]=[CH:9][C:8]([C:11]3[N:12]([C:27]([O:29][C:30]([CH3:31])([CH3:33])[CH3:32])=[O:28])[C:13]4[C:18]([CH:19]=3)=[CH:17][C:16]([CH2:20][N:21]3[CH2:26][CH2:25][CH2:24][CH2:23][CH2:22]3)=[CH:15][CH:14]=4)=[C:7]3[C:3]=2[CH2:4][NH:5][C:6]3=[O:34])(=[O:54])=[O:53])[C:51]2[C:46](=[CH:47][CH:48]=[CH:49][CH:50]=2)[CH:45]=[CH:44][CH:43]=1. (3) Given the reactants [CH2:1]([O:5][C:6]1[CH:11]=[CH:10][C:9]([S:12]([NH:15][C@H:16]([C:20]([S:23][CH2:24][CH2:25][CH2:26][OH:27])([CH3:22])[CH3:21])[C:17](O)=[O:18])(=[O:14])=[O:13])=[CH:8][CH:7]=1)[C:2]#[C:3][CH3:4].[OH:28][N:29]1C2C=CC=CC=2N=N1.CN(C)CCCN=C=NCC.CN1CCOCC1.NO, predict the reaction product. The product is: [CH2:1]([O:5][C:6]1[CH:11]=[CH:10][C:9]([S:12]([NH:15][C@H:16]([C:20]([S:23][CH2:24][CH2:25][CH2:26][OH:27])([CH3:22])[CH3:21])[C:17]([NH:29][OH:28])=[O:18])(=[O:14])=[O:13])=[CH:8][CH:7]=1)[C:2]#[C:3][CH3:4]. (4) Given the reactants [N:1]1([CH2:7][C:8]([N:10]([C:29]2[CH:34]=[CH:33][CH:32]=[CH:31][CH:30]=2)[CH:11]2[CH2:16][CH2:15][N:14]([C:17](=[O:28])[C:18]3[CH:23]=[CH:22][C:21]([C:24]([F:27])([F:26])[F:25])=[CH:20][CH:19]=3)[CH2:13][CH2:12]2)=[O:9])[CH2:6][CH2:5][NH:4][CH2:3][CH2:2]1.C(N(CC)CC)C.[N:42]1([C:47](Cl)=[O:48])[CH2:46][CH2:45][CH2:44][CH2:43]1.O, predict the reaction product. The product is: [C:29]1([N:10]([CH:11]2[CH2:16][CH2:15][N:14]([C:17](=[O:28])[C:18]3[CH:23]=[CH:22][C:21]([C:24]([F:26])([F:27])[F:25])=[CH:20][CH:19]=3)[CH2:13][CH2:12]2)[C:8](=[O:9])[CH2:7][N:1]2[CH2:6][CH2:5][N:4]([C:47]([N:42]3[CH2:46][CH2:45][CH2:44][CH2:43]3)=[O:48])[CH2:3][CH2:2]2)[CH:34]=[CH:33][CH:32]=[CH:31][CH:30]=1. (5) Given the reactants [CH3:1][C:2]1[CH:3]=[C:4]([C:13](=O)[CH3:14])[CH:5]=[N:6][C:7]=1[N:8]1[CH:12]=[CH:11][CH:10]=[N:9]1.[CH3:16][C:17]([S@:20]([NH2:22])=[O:21])([CH3:19])[CH3:18], predict the reaction product. The product is: [CH3:16][C:17]([S@:20]([NH:22][CH:13]([C:4]1[CH:5]=[N:6][C:7]([N:8]2[CH:12]=[CH:11][CH:10]=[N:9]2)=[C:2]([CH3:1])[CH:3]=1)[CH3:14])=[O:21])([CH3:19])[CH3:18].